This data is from Forward reaction prediction with 1.9M reactions from USPTO patents (1976-2016). The task is: Predict the product of the given reaction. (1) Given the reactants [Br:1][C:2]1[CH:7]=[CH:6][C:5]([CH3:8])=[CH:4][N:3]=1.[Mn]([O-])(=O)(=O)=[O:10].[K+].[OH2:15], predict the reaction product. The product is: [Br:1][C:2]1[CH:7]=[CH:6][C:5]([C:8]([OH:10])=[O:15])=[CH:4][N:3]=1. (2) Given the reactants [N:1]1[CH:2]=[CH:3][N:4]2[C:9]=1[CH:8]=[CH:7][C:6]([C:10]([O-])=[O:11])=[N:5]2.C1COCC1.[BH4-].[Na+], predict the reaction product. The product is: [N:1]1[CH:2]=[CH:3][N:4]2[C:9]=1[CH:8]=[CH:7][C:6]([CH2:10][OH:11])=[N:5]2. (3) The product is: [CH2:1]([O:3][C:4]([C:6]1[C:7]([OH:23])=[C:8]2[C:15]([C:16]3[CH:21]=[CH:20][C:19]([Cl:22])=[CH:18][CH:17]=3)=[N:14][S:13][C:9]2=[C:10]([C:29]#[C:28][Si:25]([CH3:27])([CH3:26])[CH3:24])[N:11]=1)=[O:5])[CH3:2]. Given the reactants [CH2:1]([O:3][C:4]([C:6]1[C:7]([OH:23])=[C:8]2[C:15]([C:16]3[CH:21]=[CH:20][C:19]([Cl:22])=[CH:18][CH:17]=3)=[N:14][S:13][C:9]2=[C:10](Br)[N:11]=1)=[O:5])[CH3:2].[CH3:24][Si:25]([C:28]#[CH:29])([CH3:27])[CH3:26].C(N)(C)C, predict the reaction product. (4) The product is: [CH2:29]([C:21]1[CH:22]=[C:23]2[C:28](=[C:19]([O:18][CH:15]3[CH2:16][CH2:17][N:12]([CH2:11][CH:9]4[CH2:10][CH2:5][NH:6][CH2:7][CH2:8]4)[CH2:13][CH2:14]3)[CH:20]=1)[N:27]=[CH:26][CH:25]=[CH:24]2)[CH2:30][CH2:31][CH3:32]. Given the reactants CC([CH:5]1[CH2:10][CH:9]([CH2:11][N:12]2[CH2:17][CH2:16][CH:15]([O:18][C:19]3[CH:20]=[C:21]([CH2:29][CH2:30][CH2:31][CH3:32])[CH:22]=[C:23]4[C:28]=3[N:27]=[CH:26][CH:25]=[CH:24]4)[CH2:14][CH2:13]2)[CH2:8][CH2:7][N:6]1C([O-])=O)(C)C.C(O)(C(F)(F)F)=O.C1(C)C=CC=CC=1, predict the reaction product.